This data is from Forward reaction prediction with 1.9M reactions from USPTO patents (1976-2016). The task is: Predict the product of the given reaction. (1) Given the reactants [O:1]=[C:2]([CH2:8][CH2:9][CH3:10])[CH2:3][C:4]([O:6][CH3:7])=[O:5], predict the reaction product. The product is: [OH:1][C@@H:2]([CH2:8][CH2:9][CH3:10])[CH2:3][C:4]([O:6][CH3:7])=[O:5]. (2) Given the reactants [Cl:1][C:2]1[CH:7]=[C:6]([Cl:8])[CH:5]=[CH:4][C:3]=1[C:9]1[NH:10][C:11](=[O:20])[C:12]2[N:13]([N:15]=[C:16]([CH:18]=O)[CH:17]=2)[CH:14]=1.[CH3:21][N:22]1[CH2:27][CH2:26][NH:25][CH2:24][CH2:23]1.C(O)(=O)C.C([BH3-])#N.[Na+].Cl, predict the reaction product. The product is: [Cl:1][C:2]1[CH:7]=[C:6]([Cl:8])[CH:5]=[CH:4][C:3]=1[C:9]1[NH:10][C:11](=[O:20])[C:12]2[N:13]([N:15]=[C:16]([CH2:18][N:25]3[CH2:26][CH2:27][N:22]([CH3:21])[CH2:23][CH2:24]3)[CH:17]=2)[CH:14]=1. (3) Given the reactants [F:1][C:2]1[CH:7]=[CH:6][C:5]([CH2:8][NH2:9])=[C:4]([I:10])[CH:3]=1.[C:11](O[C:11]([O:13][C:14]([CH3:17])([CH3:16])[CH3:15])=[O:12])([O:13][C:14]([CH3:17])([CH3:16])[CH3:15])=[O:12].C(N(CC)CC)C, predict the reaction product. The product is: [F:1][C:2]1[CH:7]=[CH:6][C:5]([CH2:8][NH:9][C:11](=[O:12])[O:13][C:14]([CH3:17])([CH3:16])[CH3:15])=[C:4]([I:10])[CH:3]=1. (4) Given the reactants C(OC([N:8]1[CH2:12][CH:11]([N:13]2[N:17]=[N:16][C:15]([C:18]3[CH:23]=[CH:22][C:21]([F:24])=[CH:20][C:19]=3[F:25])=[N:14]2)[CH2:10][CH:9]1[C:26]([N:28]1[CH2:33][CH2:32][N:31]([C:34]2[CH:39]=[CH:38][CH:37]=[CH:36][C:35]=2[C:40]#[N:41])[CH2:30][CH2:29]1)=[O:27])=O)(C)(C)C.C(O)(C(F)(F)F)=O, predict the reaction product. The product is: [F:25][C:19]1[CH:20]=[C:21]([F:24])[CH:22]=[CH:23][C:18]=1[C:15]1[N:16]=[N:17][N:13]([C@@H:11]2[CH2:12][NH:8][C@H:9]([C:26]([N:28]3[CH2:29][CH2:30][N:31]([C:34]4[CH:39]=[CH:38][CH:37]=[CH:36][C:35]=4[C:40]#[N:41])[CH2:32][CH2:33]3)=[O:27])[CH2:10]2)[N:14]=1. (5) The product is: [CH2:1]([N:8]1[CH:12]=[C:11]([CH2:13][OH:14])[C:10]([O:18][CH2:19][C:20]2[CH:25]=[CH:24][C:23]([O:26][CH2:27][C:28]3[N:29]=[C:30]([C:34]4[O:35][CH:36]=[CH:37][CH:38]=4)[O:31][C:32]=3[CH3:33])=[C:22]([O:39][CH2:40][C:41]3[CH:42]=[CH:43][CH:44]=[CH:45][CH:46]=3)[CH:21]=2)=[N:9]1)[C:2]1[CH:7]=[CH:6][CH:5]=[CH:4][CH:3]=1. Given the reactants [CH2:1]([N:8]1[CH:12]=[C:11]([C:13](OCC)=[O:14])[C:10]([O:18][CH2:19][C:20]2[CH:25]=[CH:24][C:23]([O:26][CH2:27][C:28]3[N:29]=[C:30]([C:34]4[O:35][CH:36]=[CH:37][CH:38]=4)[O:31][C:32]=3[CH3:33])=[C:22]([O:39][CH2:40][C:41]3[CH:46]=[CH:45][CH:44]=[CH:43][CH:42]=3)[CH:21]=2)=[N:9]1)[C:2]1[CH:7]=[CH:6][CH:5]=[CH:4][CH:3]=1.[H-].[Al+3].[Li+].[H-].[H-].[H-].O.O.O.O.O.O.O.O.O.O.S([O-])([O-])(=O)=O.[Na+].[Na+], predict the reaction product. (6) Given the reactants [C:1]([C:5]1[N:10]=[CH:9][C:8]([C:11]2[N:12]([C:32](Cl)=[O:33])[C@@:13]([C:25]3[CH:30]=[CH:29][C:28]([Cl:31])=[CH:27][CH:26]=3)([CH3:24])[C@@:14]([C:17]3[CH:22]=[CH:21][C:20]([Cl:23])=[CH:19][CH:18]=3)([CH3:16])[N:15]=2)=[C:7]([O:35][CH2:36][CH3:37])[CH:6]=1)([CH3:4])([CH3:3])[CH3:2].[C:38]([O:42][C:43]([N:45]1[CH2:50][CH2:49][C:48]2([CH2:55][CH2:54][NH:53][CH2:52][CH2:51]2)[CH2:47][CH2:46]1)=[O:44])([CH3:41])([CH3:40])[CH3:39], predict the reaction product. The product is: [C:38]([O:42][C:43]([N:45]1[CH2:50][CH2:49][C:48]2([CH2:55][CH2:54][N:53]([C:32]([N:12]3[C@@:13]([C:25]4[CH:30]=[CH:29][C:28]([Cl:31])=[CH:27][CH:26]=4)([CH3:24])[C@@:14]([C:17]4[CH:18]=[CH:19][C:20]([Cl:23])=[CH:21][CH:22]=4)([CH3:16])[N:15]=[C:11]3[C:8]3[CH:9]=[N:10][C:5]([C:1]([CH3:2])([CH3:4])[CH3:3])=[CH:6][C:7]=3[O:35][CH2:36][CH3:37])=[O:33])[CH2:52][CH2:51]2)[CH2:47][CH2:46]1)=[O:44])([CH3:41])([CH3:39])[CH3:40]. (7) Given the reactants CO.[ClH:3].Cl.Cl.[C:6]1([NH:12][C:13]([NH:15][C:16]([NH:18][CH2:19][CH2:20][CH2:21][CH2:22][CH2:23][CH2:24][CH2:25][CH2:26][CH3:27])=[NH:17])=[NH:14])[CH:11]=[CH:10][CH:9]=[CH:8][CH:7]=1.[CH3:28][C:29]([CH3:31])=O, predict the reaction product. The product is: [ClH:3].[NH2:14][C:13]1[N:12]([C:6]2[CH:7]=[CH:8][CH:9]=[CH:10][CH:11]=2)[C:29]([CH3:31])([CH3:28])[N:17]=[C:16]([NH:18][CH2:19][CH2:20][CH2:21][CH2:22][CH2:23][CH2:24][CH2:25][CH2:26][CH3:27])[N:15]=1.